Dataset: Reaction yield outcomes from USPTO patents with 853,638 reactions. Task: Predict the reaction yield, written as a fraction of the theoretical maximum amount of product (1.0 means a 100% yield; for example, 0.34 means a 34% yield). (1) The reactants are [Cl:1][C:2]1[C:3]([NH2:12])=[C:4]([NH:8][CH:9]([CH3:11])[CH3:10])[N:5]=[N:6][CH:7]=1.[CH:13](OCC)(OCC)OCC. No catalyst specified. The product is [Cl:1][C:2]1[C:3]2[N:12]=[CH:13][N:8]([CH:9]([CH3:10])[CH3:11])[C:4]=2[N:5]=[N:6][CH:7]=1. The yield is 0.760. (2) The reactants are [F:1][C:2]([F:39])([F:38])[C:3]1[CH:37]=[CH:36][C:6]([CH2:7][NH:8][C:9]2[CH:14]=[CH:13][C:12]([CH2:15][C:16]3[C:24]4[C:19](=[N:20][CH:21]=[C:22]([O:25][Si](C(C)C)(C(C)C)C(C)C)[CH:23]=4)[NH:18][CH:17]=3)=[CH:11][N:10]=2)=[CH:5][CH:4]=1.[F-].C([N+](CCCC)(CCCC)CCCC)CCC. The catalyst is O1CCCC1. The product is [F:39][C:2]([F:1])([F:38])[C:3]1[CH:37]=[CH:36][C:6]([CH2:7][NH:8][C:9]2[N:10]=[CH:11][C:12]([CH2:15][C:16]3[C:24]4[C:19](=[N:20][CH:21]=[C:22]([OH:25])[CH:23]=4)[NH:18][CH:17]=3)=[CH:13][CH:14]=2)=[CH:5][CH:4]=1. The yield is 0.660. (3) The reactants are I[C:2]1[CH:3]=[C:4]([C:8]2[O:12][N:11]=[C:10]([CH2:13][S:14][C:15]3[N:19]([CH3:20])[C:18]([C:21]4[S:22][CH:23]=[CH:24][CH:25]=4)=[N:17][N:16]=3)[N:9]=2)[CH:5]=[CH:6][CH:7]=1.[O:26]1[CH:30]=[CH:29][C:28](B(O)O)=[CH:27]1.COCCOC.C(=O)([O-])[O-].[Na+].[Na+]. The product is [O:26]1[CH:30]=[CH:29][C:28]([C:2]2[CH:3]=[C:4]([C:8]3[O:12][N:11]=[C:10]([CH2:13][S:14][C:15]4[N:19]([CH3:20])[C:18]([C:21]5[S:22][CH:23]=[CH:24][CH:25]=5)=[N:17][N:16]=4)[N:9]=3)[CH:5]=[CH:6][CH:7]=2)=[CH:27]1. The catalyst is C(OCC)(=O)C.C1C=CC([P]([Pd]([P](C2C=CC=CC=2)(C2C=CC=CC=2)C2C=CC=CC=2)([P](C2C=CC=CC=2)(C2C=CC=CC=2)C2C=CC=CC=2)[P](C2C=CC=CC=2)(C2C=CC=CC=2)C2C=CC=CC=2)(C2C=CC=CC=2)C2C=CC=CC=2)=CC=1. The yield is 0.570.